This data is from Catalyst prediction with 721,799 reactions and 888 catalyst types from USPTO. The task is: Predict which catalyst facilitates the given reaction. Reactant: [Cl:1][C:2]1[CH:3]=[C:4]([CH:8]=[CH:9][C:10]=1[CH2:11][CH:12]([CH3:14])[CH3:13])[C:5]([OH:7])=O.O[NH:16][C:17](=[NH:26])[C:18]1[CH:23]=[CH:22][C:21]([CH2:24][OH:25])=[CH:20][CH:19]=1.O.ON1C2C=CC=CC=2N=N1. Product: [Cl:1][C:2]1[CH:3]=[C:4]([C:5]2[O:7][N:26]=[C:17]([C:18]3[CH:23]=[CH:22][C:21]([CH2:24][OH:25])=[CH:20][CH:19]=3)[N:16]=2)[CH:8]=[CH:9][C:10]=1[CH2:11][CH:12]([CH3:14])[CH3:13]. The catalyst class is: 9.